Dataset: Catalyst prediction with 721,799 reactions and 888 catalyst types from USPTO. Task: Predict which catalyst facilitates the given reaction. Reactant: [N:1]1[N:12]2[C:4]([N:5]=[C:6]3[C:10](=[C:11]2[C:13]2[CH:14]=[CH:15][C:16]4[O:20][C:19]([CH2:21][CH2:22]OS(C)(=O)=O)=[CH:18][C:17]=4[CH:28]=2)[CH2:9][CH2:8][CH2:7]3)=[CH:3][CH:2]=1.[CH3:29][N:30]([CH3:36])[C@@H:31]1[CH2:35][CH2:34][NH:33][CH2:32]1.C(=O)([O-])[O-].[K+].[K+]. Product: [CH3:29][N:30]([CH3:36])[C@@H:31]1[CH2:35][CH2:34][N:33]([CH2:22][CH2:21][C:19]2[O:20][C:16]3[CH:15]=[CH:14][C:13]([C:11]4[N:12]5[C:4](=[CH:3][CH:2]=[N:1]5)[N:5]=[C:6]5[C:10]=4[CH2:9][CH2:8][CH2:7]5)=[CH:28][C:17]=3[CH:18]=2)[CH2:32]1. The catalyst class is: 10.